Task: Regression. Given two drug SMILES strings and cell line genomic features, predict the synergy score measuring deviation from expected non-interaction effect.. Dataset: NCI-60 drug combinations with 297,098 pairs across 59 cell lines (1) Drug 1: CC(C)(C#N)C1=CC(=CC(=C1)CN2C=NC=N2)C(C)(C)C#N. Drug 2: CC1C(C(CC(O1)OC2CC(CC3=C2C(=C4C(=C3O)C(=O)C5=CC=CC=C5C4=O)O)(C(=O)C)O)N)O. Cell line: COLO 205. Synergy scores: CSS=51.1, Synergy_ZIP=1.11, Synergy_Bliss=1.65, Synergy_Loewe=-4.19, Synergy_HSA=0.874. (2) Drug 1: C1C(C(OC1N2C=C(C(=O)NC2=O)F)CO)O. Drug 2: CS(=O)(=O)CCNCC1=CC=C(O1)C2=CC3=C(C=C2)N=CN=C3NC4=CC(=C(C=C4)OCC5=CC(=CC=C5)F)Cl. Cell line: NCI-H322M. Synergy scores: CSS=9.58, Synergy_ZIP=-9.31, Synergy_Bliss=-6.62, Synergy_Loewe=-5.33, Synergy_HSA=-5.96. (3) Drug 1: CC12CCC3C(C1CCC2O)C(CC4=C3C=CC(=C4)O)CCCCCCCCCS(=O)CCCC(C(F)(F)F)(F)F. Drug 2: COC1=NC(=NC2=C1N=CN2C3C(C(C(O3)CO)O)O)N. Cell line: EKVX. Synergy scores: CSS=-3.59, Synergy_ZIP=1.98, Synergy_Bliss=1.10, Synergy_Loewe=-3.31, Synergy_HSA=-3.75. (4) Drug 1: CC1=C2C(C(=O)C3(C(CC4C(C3C(C(C2(C)C)(CC1OC(=O)C(C(C5=CC=CC=C5)NC(=O)OC(C)(C)C)O)O)OC(=O)C6=CC=CC=C6)(CO4)OC(=O)C)OC)C)OC. Drug 2: C1CCC(C(C1)N)N.C(=O)(C(=O)[O-])[O-].[Pt+4]. Cell line: UO-31. Synergy scores: CSS=50.7, Synergy_ZIP=10.0, Synergy_Bliss=9.81, Synergy_Loewe=7.13, Synergy_HSA=13.3. (5) Drug 1: C1=C(C(=O)NC(=O)N1)F. Drug 2: CC1=C(C(=O)C2=C(C1=O)N3CC4C(C3(C2COC(=O)N)OC)N4)N. Cell line: PC-3. Synergy scores: CSS=37.8, Synergy_ZIP=-5.44, Synergy_Bliss=-3.52, Synergy_Loewe=2.37, Synergy_HSA=3.77. (6) Drug 1: C1CC(=O)NC(=O)C1N2CC3=C(C2=O)C=CC=C3N. Drug 2: CC1=C(C(=O)C2=C(C1=O)N3CC4C(C3(C2COC(=O)N)OC)N4)N. Cell line: TK-10. Synergy scores: CSS=12.8, Synergy_ZIP=5.06, Synergy_Bliss=7.27, Synergy_Loewe=0.496, Synergy_HSA=7.38. (7) Drug 1: C1CCN(CC1)CCOC2=CC=C(C=C2)C(=O)C3=C(SC4=C3C=CC(=C4)O)C5=CC=C(C=C5)O. Drug 2: C1=CN(C=N1)CC(O)(P(=O)(O)O)P(=O)(O)O. Cell line: CCRF-CEM. Synergy scores: CSS=-0.332, Synergy_ZIP=3.99, Synergy_Bliss=4.23, Synergy_Loewe=2.47, Synergy_HSA=-0.407.